Task: Predict the product of the given reaction.. Dataset: Forward reaction prediction with 1.9M reactions from USPTO patents (1976-2016) (1) Given the reactants [C:1]([O:9][CH2:10][CH3:11])(=[O:8])[CH2:2][C:3]([O:5][CH2:6][CH3:7])=[O:4].[Na].Br[C:14]1[CH:22]=[C:21]([N+:23]([O-:25])=[O:24])[C:20]([O:26][CH3:27])=[CH:19][C:15]=1[C:16]([OH:18])=[O:17], predict the reaction product. The product is: [CH2:10]([O:9][C:1](=[O:8])[CH:2]([C:14]1[CH:22]=[C:21]([N+:23]([O-:25])=[O:24])[C:20]([O:26][CH3:27])=[CH:19][C:15]=1[C:16]([OH:18])=[O:17])[C:3]([O:5][CH2:6][CH3:7])=[O:4])[CH3:11]. (2) Given the reactants [BH4-].[Na+].[Cl:3][C:4]1[CH:5]=[C:6]([C:10]2[O:14][N:13]=[C:12]([C:15](OCC)=[O:16])[CH:11]=2)[CH:7]=[CH:8][CH:9]=1, predict the reaction product. The product is: [Cl:3][C:4]1[CH:5]=[C:6]([C:10]2[O:14][N:13]=[C:12]([CH2:15][OH:16])[CH:11]=2)[CH:7]=[CH:8][CH:9]=1. (3) Given the reactants C([O:5][P:6]([O:13][CH2:14][C:15]1[CH:69]=[CH:68][C:18]([C:19]([O:21][C:22]2[C:26]([O:27][C:28](=[O:49])[C:29]3[CH:34]=[CH:33][C:32]([CH2:35][O:36][P:37]([O:44]C(C)(C)C)([O:39]C(C)(C)C)=[O:38])=[CH:31][CH:30]=3)=[C:25]([C:50]([O:52][CH2:53][CH3:54])=[O:51])[N:24]([C:55]3[CH:60]=[CH:59][C:58]([O:61][CH3:62])=[CH:57][CH:56]=3)[C:23]=2[C:63](=[O:67])[N:64]([CH3:66])[CH3:65])=[O:20])=[CH:17][CH:16]=1)([O:8]C(C)(C)C)=[O:7])(C)(C)C.FC(F)(F)C(O)=O, predict the reaction product. The product is: [P:6]([O:13][CH2:14][C:15]1[CH:16]=[CH:17][C:18]([C:19]([O:21][C:22]2[C:26]([O:27][C:28](=[O:49])[C:29]3[CH:30]=[CH:31][C:32]([CH2:35][O:36][P:37]([OH:44])([OH:39])=[O:38])=[CH:33][CH:34]=3)=[C:25]([C:50]([O:52][CH2:53][CH3:54])=[O:51])[N:24]([C:55]3[CH:56]=[CH:57][C:58]([O:61][CH3:62])=[CH:59][CH:60]=3)[C:23]=2[C:63](=[O:67])[N:64]([CH3:65])[CH3:66])=[O:20])=[CH:68][CH:69]=1)([OH:8])([OH:7])=[O:5]. (4) Given the reactants Br[C:2]1[CH:3]=[C:4]([C:8]2([C:18]3[CH:22]=[CH:21][O:20][CH:19]=3)[C:12]3=[N:13][CH2:14][CH2:15][CH2:16][N:11]3[C:10]([NH2:17])=[N:9]2)[CH:5]=[CH:6][CH:7]=1.C(=O)([O-])[O-:24].[Cs+].[Cs+].[Cl:29][C:30]1[CH:31]=[C:32](B(O)O)[CH:33]=[C:34]([Cl:36])[CH:35]=1, predict the reaction product. The product is: [C:21]([OH:24])(=[O:20])[CH3:22].[Cl:29][C:30]1[CH:31]=[C:32]([C:2]2[CH:7]=[CH:6][CH:5]=[C:4]([C:8]3([C:18]4[CH:22]=[CH:21][O:20][CH:19]=4)[C:12]4=[N:13][CH2:14][CH2:15][CH2:16][N:11]4[C:10]([NH2:17])=[N:9]3)[CH:3]=2)[CH:33]=[C:34]([Cl:36])[CH:35]=1. (5) Given the reactants C([Mg]Cl)(C)C.Br[C:7]1[C:8]([CH3:16])=[N:9][C:10]([CH3:15])=[C:11]([Br:14])[C:12]=1[Cl:13].Cl[C:18](=[O:25])[C:19]([O:21][CH:22]([CH3:24])[CH3:23])=[O:20], predict the reaction product. The product is: [Br:14][C:11]1[C:12]([Cl:13])=[C:7]([C:18](=[O:25])[C:19]([O:21][CH:22]([CH3:24])[CH3:23])=[O:20])[C:8]([CH3:16])=[N:9][C:10]=1[CH3:15]. (6) The product is: [C:1]([O:5][C:6]([N:8]1[CH2:12][CH2:11][CH:10]([N:13]2[C:17]3[CH:18]=[CH:19][C:20]([Cl:22])=[CH:21][C:16]=3[N:15]=[C:14]2[CH2:23][N:31]2[C:32]3=[CH:33][N:34]=[CH:35][CH:36]=[C:37]3[C:29]([S:26]([CH3:25])(=[O:27])=[O:28])=[N:30]2)[CH2:9]1)=[O:7])([CH3:2])([CH3:3])[CH3:4]. Given the reactants [C:1]([O:5][C:6]([N:8]1[CH2:12][CH2:11][CH:10]([N:13]2[C:17]3[CH:18]=[CH:19][C:20]([Cl:22])=[CH:21][C:16]=3[N:15]=[C:14]2[CH2:23]Cl)[CH2:9]1)=[O:7])([CH3:4])([CH3:3])[CH3:2].[CH3:25][S:26]([C:29]1[C:37]2[C:32](=[CH:33][N:34]=[CH:35][CH:36]=2)[NH:31][N:30]=1)(=[O:28])=[O:27], predict the reaction product. (7) Given the reactants [NH:1]1[CH:5]=[C:4]([C:6]([O:8][CH2:9][CH3:10])=[O:7])[CH:3]=[C:2]1[C:11]([O:13][CH2:14][CH3:15])=[O:12].[Br:16][CH2:17][CH2:18][CH2:19]Br.C(=O)([O-])[O-].[K+].[K+], predict the reaction product. The product is: [Br:16][CH2:17][CH2:18][CH2:19][N:1]1[CH:5]=[C:4]([C:6]([O:8][CH2:9][CH3:10])=[O:7])[CH:3]=[C:2]1[C:11]([O:13][CH2:14][CH3:15])=[O:12].